This data is from CYP2C9 inhibition data for predicting drug metabolism from PubChem BioAssay. The task is: Regression/Classification. Given a drug SMILES string, predict its absorption, distribution, metabolism, or excretion properties. Task type varies by dataset: regression for continuous measurements (e.g., permeability, clearance, half-life) or binary classification for categorical outcomes (e.g., BBB penetration, CYP inhibition). Dataset: cyp2c9_veith. (1) The drug is C=CCN1CCN(c2nc3ccccc3nc2C#N)CC1. The result is 1 (inhibitor). (2) The molecule is CC(/C=N/NC(=O)Cc1cccs1)=C\c1ccco1. The result is 1 (inhibitor). (3) The molecule is Cc1nc2cncnc2n(Cc2ccccc2)c1=O. The result is 1 (inhibitor). (4) The compound is Cc1ccc(NC(=S)Nc2nc(CC(=O)Nc3ccccc3)cs2)cc1. The result is 1 (inhibitor). (5) The molecule is COc1cc2c(c(OC)c1OC)-c1ccc(OC)c(=O)cc1[C@H](NC(C)=O)CC2. The result is 0 (non-inhibitor). (6) The molecule is COC(=O)[C@@]1(Cc2ccc(F)cc2)[C@H]2c3cc(C(=O)N(C)C)n(Cc4cc(C)n(C)n4)c3C[C@H]2CN1C(=O)c1ccccc1. The result is 1 (inhibitor).